This data is from Full USPTO retrosynthesis dataset with 1.9M reactions from patents (1976-2016). The task is: Predict the reactants needed to synthesize the given product. (1) Given the product [CH2:6]([O:5][C:3]([C:2]1[S:30][C:29]([NH:28][C:18]2[CH:19]=[CH:20][C:21]([N:22]3[CH:26]=[C:25]([CH3:27])[N:24]=[CH:23]3)=[C:16]([O:15][CH3:14])[CH:17]=2)=[N:31][C:8]=1[C:9]([F:12])([F:11])[F:10])=[O:4])[CH3:7], predict the reactants needed to synthesize it. The reactants are: Cl[CH:2]([C:8](=O)[C:9]([F:12])([F:11])[F:10])[C:3]([O:5][CH2:6][CH3:7])=[O:4].[CH3:14][O:15][C:16]1[CH:17]=[C:18]([NH:28][C:29]([NH2:31])=[S:30])[CH:19]=[CH:20][C:21]=1[N:22]1[CH:26]=[C:25]([CH3:27])[N:24]=[CH:23]1. (2) The reactants are: [C:1]([C:3]1[CH:8]=[CH:7][C:6]([N:9]2[CH2:15][CH:14]([CH3:16])[C:13]3[O:17][N:18]=[C:19]([CH3:20])[C:12]=3[C:11]3[CH:21]=[CH:22][C:23]([C:25]4[CH:26]=[N:27][N:28]([CH2:30][C:31](O)=[O:32])[CH:29]=4)=[CH:24][C:10]2=3)=[CH:5][CH:4]=1)#[N:2].[Cl-].[NH4+].C([N:39](CC)C(C)C)(C)C.CCOC(C(C#N)=NOC(N1CCOCC1)=[N+](C)C)=O.F[P-](F)(F)(F)(F)F.NC(N)=O. Given the product [C:1]([C:3]1[CH:4]=[CH:5][C:6]([N:9]2[CH2:15][CH:14]([CH3:16])[C:13]3[O:17][N:18]=[C:19]([CH3:20])[C:12]=3[C:11]3[CH:21]=[CH:22][C:23]([C:25]4[CH:26]=[N:27][N:28]([CH2:30][C:31]([NH2:39])=[O:32])[CH:29]=4)=[CH:24][C:10]2=3)=[CH:7][CH:8]=1)#[N:2], predict the reactants needed to synthesize it.